From a dataset of Full USPTO retrosynthesis dataset with 1.9M reactions from patents (1976-2016). Predict the reactants needed to synthesize the given product. Given the product [OH:12][C:7]1[CH:8]=[C:9]2[C:4](=[CH:5][CH:6]=1)[N:3]=[C:2]([C:24]1[CH:23]=[CH:22][C:17]([C:18]([OH:20])=[O:19])=[CH:16][C:15]=1[CH3:14])[N:11]=[CH:10]2, predict the reactants needed to synthesize it. The reactants are: Cl[C:2]1[N:11]=[CH:10][C:9]2[C:4](=[CH:5][CH:6]=[C:7]([O:12]C)[CH:8]=2)[N:3]=1.[CH3:14][C:15]1[CH:16]=[C:17]([CH:22]=[CH:23][C:24]=1B1OC(C)(C)C(C)(C)O1)[C:18]([O:20]C)=[O:19].